This data is from Reaction yield outcomes from USPTO patents with 853,638 reactions. The task is: Predict the reaction yield, written as a fraction of the theoretical maximum amount of product (1.0 means a 100% yield; for example, 0.34 means a 34% yield). (1) The reactants are [CH2:1]([CH:3]([C:6]1[C:11]2[N:12]([CH3:16])[C:13](=O)[NH:14][C:10]=2[C:9]([O:17][CH3:18])=[CH:8][CH:7]=1)[CH2:4][CH3:5])[CH3:2].P(Cl)(Cl)([Cl:21])=O. No catalyst specified. The product is [Cl:21][C:13]1[N:12]([CH3:16])[C:11]2[C:6]([CH:3]([CH2:4][CH3:5])[CH2:1][CH3:2])=[CH:7][CH:8]=[C:9]([O:17][CH3:18])[C:10]=2[N:14]=1. The yield is 0.600. (2) The reactants are [CH3:1][O:2][C:3]1[C:8]2[O:9][C:10]3[CH:15]=[CH:14][CH:13]=[CH:12][C:11]=3[C:7]=2[CH:6]=[CH:5][CH:4]=1.[S-:16][C:17]#[N:18].[K+]. The catalyst is CS(O)(=O)=O. The product is [CH3:1][O:2][C:3]1[C:8]2[O:9][C:10]3[CH:15]=[CH:14][CH:13]=[CH:12][C:11]=3[C:7]=2[C:6]([C:17](=[S:16])[NH2:18])=[CH:5][CH:4]=1. The yield is 0.700. (3) The yield is 0.900. The product is [CH:2]1([CH:7]=[CH:27][C:33]2[CH:48]=[C:47]([S:49]([CH2:52][CH3:53])(=[O:51])=[O:50])[CH:46]=[CH:45][C:34]=2[O:35][C:36]2[C:43]([CH3:44])=[CH:42][CH:41]=[CH:40][C:37]=2[CH:38]=[O:39])[CH2:3][CH2:4][CH2:5][CH2:6]1. The catalyst is O1CCCC1. The reactants are [I-].[CH:2]1([CH2:7][P+](C2C=CC=CC=2)(C2C=CC=CC=2)C2C=CC=CC=2)[CH2:6][CH2:5][CH2:4][CH2:3]1.[CH2:27]([Li])CCC.Br[C:33]1[CH:48]=[C:47]([S:49]([CH2:52][CH3:53])(=[O:51])=[O:50])[CH:46]=[CH:45][C:34]=1[O:35][C:36]1[C:43]([CH3:44])=[CH:42][CH:41]=[CH:40][C:37]=1[CH:38]=[O:39]. (4) The reactants are [CH3:1][O:2][C:3](=[O:13])[C:4]1[CH:9]=[CH:8][C:7]([CH2:10]Br)=[N:6][C:5]=1[Cl:12].[CH:14]([NH2:16])=[O:15].[CH:17](N)=[O:18].[Na]. The catalyst is CN(C=O)C. The product is [CH3:1][O:2][C:3](=[O:13])[C:4]1[CH:9]=[CH:8][C:7]([CH2:10][N:16]([CH:17]=[O:18])[CH:14]=[O:15])=[N:6][C:5]=1[Cl:12]. The yield is 0.440. (5) The reactants are [CH2:1]([C:8]1[S:9][C:10]2[CH:16]=[C:15](Br)[CH:14]=[CH:13][C:11]=2[N:12]=1)[C:2]1[CH:7]=[CH:6][CH:5]=[CH:4][CH:3]=1.[B:18]1([B:18]2[O:22][C:21]([CH3:24])([CH3:23])[C:20]([CH3:26])([CH3:25])[O:19]2)[O:22][C:21]([CH3:24])([CH3:23])[C:20]([CH3:26])([CH3:25])[O:19]1.C([O-])(=O)C.[K+]. The catalyst is O1CCOCC1. The product is [CH2:1]([C:8]1[S:9][C:10]2[CH:16]=[C:15]([B:18]3[O:22][C:21]([CH3:24])([CH3:23])[C:20]([CH3:26])([CH3:25])[O:19]3)[CH:14]=[CH:13][C:11]=2[N:12]=1)[C:2]1[CH:7]=[CH:6][CH:5]=[CH:4][CH:3]=1. The yield is 0.630. (6) The reactants are [Cl:1][C:2]1[N:3]=[C:4]([O:14][CH:15]2[CH2:32][CH:31]3[N:17]([C:18](=[O:37])[O:19][CH2:20][CH2:21][CH2:22][CH2:23][CH:24]=[CH:25][CH:26]4[C:28]([C:34](O)=[O:35])([NH:29][C:30]3=[O:33])[CH2:27]4)[CH2:16]2)[C:5]2[C:10]([CH:11]=1)=[CH:9][C:8]([O:12][CH3:13])=[CH:7][CH:6]=2.C(N1C=CN=C1)(N1C=CN=C1)=O.[CH:50]1([S:53]([NH2:56])(=[O:55])=[O:54])[CH2:52][CH2:51]1.C1CCN2C(=NCCC2)CC1. The catalyst is C1COCC1. The product is [Cl:1][C:2]1[N:3]=[C:4]([O:14][CH:15]2[CH2:32][CH:31]3[N:17]([C:18](=[O:37])[O:19][CH2:20][CH2:21][CH2:22][CH2:23][CH:24]=[CH:25][CH:26]4[C:28]([C:34]([NH:56][S:53]([CH:50]5[CH2:52][CH2:51]5)(=[O:55])=[O:54])=[O:35])([NH:29][C:30]3=[O:33])[CH2:27]4)[CH2:16]2)[C:5]2[C:10]([CH:11]=1)=[CH:9][C:8]([O:12][CH3:13])=[CH:7][CH:6]=2. The yield is 0.160. (7) The reactants are [NH2:1][C:2](=[O:25])[CH2:3][N:4]1[C:12]2[CH:11]=[CH:10][CH:9]=[CH:8][C:7]=2[C:6]2[CH2:13][CH2:14][N:15](C(OC(C)(C)C)=O)[CH2:16][CH2:17][C:5]1=2.C(C(O)=O)(F)(F)F.[ClH:33]. The catalyst is C(Cl)Cl.CCOC(C)=O.CCOCC. The product is [ClH:33].[CH2:13]1[C:6]2[C:7]3[CH:8]=[CH:9][CH:10]=[CH:11][C:12]=3[N:4]([CH2:3][C:2]([NH2:1])=[O:25])[C:5]=2[CH2:17][CH2:16][NH:15][CH2:14]1. The yield is 0.800. (8) The product is [Cl:28][C:23]1[C:22]([F:29])=[C:21]([NH:20][C:11]2[C:10]3[C:15](=[CH:16][C:17]([O:18][CH3:19])=[C:8]([NH:7][C:5](=[O:6])/[CH:4]=[CH:3]/[CH2:2][N:37]4[CH2:36][C@H:35]5[O:30][CH2:31][CH2:32][O:33][C@H:34]5[CH2:38]4)[CH:9]=3)[N:14]=[CH:13][N:12]=2)[CH:26]=[CH:25][C:24]=1[F:27]. The catalyst is CC(N(C)C)=O. The yield is 0.439. The reactants are Br[CH2:2]/[CH:3]=[CH:4]/[C:5]([NH:7][C:8]1[CH:9]=[C:10]2[C:15](=[CH:16][C:17]=1[O:18][CH3:19])[N:14]=[CH:13][N:12]=[C:11]2[NH:20][C:21]1[CH:26]=[CH:25][C:24]([F:27])=[C:23]([Cl:28])[C:22]=1[F:29])=[O:6].[O:30]1[C@H:35]2[CH2:36][NH:37][CH2:38][C@H:34]2[O:33][CH2:32][CH2:31]1.CCN(C(C)C)C(C)C.O. (9) The reactants are [C:1]([O:5][C:6]([C@H:8]([CH2:13]I)[C:9]([O:11][CH3:12])=[O:10])=[O:7])([CH3:4])([CH3:3])[CH3:2].Br[C:16]1[CH:26]=[CH:25][C:19]2[O:20][C:21]([F:24])([F:23])[O:22][C:18]=2[CH:17]=1. The catalyst is CN(C=O)C.[Zn].C1C=CC(/C=C/C(/C=C/C2C=CC=CC=2)=O)=CC=1.C1C=CC(/C=C/C(/C=C/C2C=CC=CC=2)=O)=CC=1.C1C=CC(/C=C/C(/C=C/C2C=CC=CC=2)=O)=CC=1.[Pd].[Pd].II. The product is [C:1]([O:5][C:6]([C@@H:8]([CH2:13][C:26]1[CH:16]=[CH:17][C:18]2[O:22][C:21]([F:23])([F:24])[O:20][C:19]=2[CH:25]=1)[C:9]([O:11][CH3:12])=[O:10])=[O:7])([CH3:4])([CH3:3])[CH3:2]. The yield is 0.499. (10) The reactants are Br[C:2]1[CH:3]=[C:4]([CH3:15])[C:5]([N:10]2[CH:14]=[N:13][CH:12]=[N:11]2)=[C:6]([CH:9]=1)[C:7]#[N:8].C([O-])([O-])=O.[K+].[K+].[C:22]1(P(C2C=CC=CC=2)C2C=CC=CC=2)C=CC=C[CH:23]=1. The catalyst is C1(C)C=CC=CC=1. The product is [CH3:15][C:4]1[C:5]([N:10]2[CH:14]=[N:13][CH:12]=[N:11]2)=[C:6]([CH:9]=[C:2]([CH:22]=[CH2:23])[CH:3]=1)[C:7]#[N:8]. The yield is 0.520.